Dataset: Reaction yield outcomes from USPTO patents with 853,638 reactions. Task: Predict the reaction yield, written as a fraction of the theoretical maximum amount of product (1.0 means a 100% yield; for example, 0.34 means a 34% yield). (1) The reactants are [Cl:1][C:2]1[N:3]=[C:4](Cl)[C:5]2[CH2:10][CH2:9][CH:8]([C:11]3[CH:16]=[CH:15][CH:14]=[CH:13][CH:12]=3)[C:6]=2[N:7]=1.[NH:18]1[CH2:21][CH2:20][CH2:19]1. The catalyst is CO. The product is [N:18]1([C:4]2[C:5]3[CH2:10][CH2:9][CH:8]([C:11]4[CH:16]=[CH:15][CH:14]=[CH:13][CH:12]=4)[C:6]=3[N:7]=[C:2]([Cl:1])[N:3]=2)[CH2:21][CH2:20][CH2:19]1. The yield is 1.00. (2) The reactants are [O:1]1[CH:5]=[CH:4][CH:3]=[C:2]1[C:6]1[O:7][C:8]([CH3:36])=[C:9]([CH2:11][O:12][C:13]2[CH:33]=[CH:32][C:16]([CH2:17][O:18][C:19]3[C:23]([CH:24]=O)=[CH:22][N:21]([C:26]4[CH:31]=[CH:30][CH:29]=[CH:28][CH:27]=4)[N:20]=3)=[CH:15][C:14]=2[O:34][CH3:35])[N:10]=1.[S:37]1[CH2:41][C:40](=[O:42])[NH:39][C:38]1=[O:43].N1CCCCC1. The catalyst is C(O)C. The product is [O:1]1[CH:5]=[CH:4][CH:3]=[C:2]1[C:6]1[O:7][C:8]([CH3:36])=[C:9]([CH2:11][O:12][C:13]2[CH:33]=[CH:32][C:16]([CH2:17][O:18][C:19]3[C:23](/[CH:24]=[C:41]4/[C:40](=[O:42])[NH:39][C:38](=[O:43])[S:37]/4)=[CH:22][N:21]([C:26]4[CH:27]=[CH:28][CH:29]=[CH:30][CH:31]=4)[N:20]=3)=[CH:15][C:14]=2[O:34][CH3:35])[N:10]=1. The yield is 0.840.